This data is from Reaction yield outcomes from USPTO patents with 853,638 reactions. The task is: Predict the reaction yield, written as a fraction of the theoretical maximum amount of product (1.0 means a 100% yield; for example, 0.34 means a 34% yield). The reactants are [S:1]1[CH:5]=[CH:4][N:3]=[CH:2]1.C([Mg]Cl)(C)C.[Cl-].[Li+].[F:13][CH:14]([F:20])[C:15](OCC)=[O:16]. The catalyst is C1COCC1.C(OCC)(=O)C. The product is [F:13][CH:14]([F:20])[C:15]([C:2]1[S:1][CH:5]=[CH:4][N:3]=1)=[O:16]. The yield is 0.920.